From a dataset of Reaction yield outcomes from USPTO patents with 853,638 reactions. Predict the reaction yield, written as a fraction of the theoretical maximum amount of product (1.0 means a 100% yield; for example, 0.34 means a 34% yield). (1) The reactants are B(Br)(Br)Br.[CH3:5][NH:6][C:7]([C:9]1[C:10]2[CH:18]=[CH:17][C:16]([O:19]C)=[CH:15][C:11]=2[S:12][C:13]=1[CH3:14])=[O:8]. The yield is 0.970. The catalyst is C(Cl)Cl. The product is [CH3:5][NH:6][C:7]([C:9]1[C:10]2[CH:18]=[CH:17][C:16]([OH:19])=[CH:15][C:11]=2[S:12][C:13]=1[CH3:14])=[O:8]. (2) The reactants are CC1(C)CCCC(C)(C)N1.C(=O)=O.[Li][CH2:15][CH2:16][CH2:17][CH3:18].[C:19]([OH:27])(=[O:26])[C:20]1C=[CH:24][N:23]=[CH:22][CH:21]=1.C(=O)CC. The catalyst is C1COCC1. The product is [CH2:17]([CH:16]1[C:15]2[CH:24]=[N:23][CH:22]=[CH:21][C:20]=2[C:19](=[O:26])[O:27]1)[CH3:18]. The yield is 0.100. (3) The reactants are [NH:1]1[C:9]2[C:4](=[CH:5][CH:6]=[CH:7][CH:8]=2)[CH:3]=[CH:2]1.C([C:12](=O)[C:13]([O-])=[O:14])C.[CH3:17][O:18][C:19]1[CH:20]=[C:21]([CH2:29][C:30]([NH2:32])=[O:31])[CH:22]=[C:23]([O:27][CH3:28])[C:24]=1[O:25][CH3:26]. No catalyst specified. The product is [NH:1]1[C:9]2[C:4](=[CH:5][CH:6]=[CH:7][CH:8]=2)[CH:3]=[C:2]1[C:12]1[C:13](=[O:14])[NH:32][C:30](=[O:31])[C:29]=1[C:21]1[CH:22]=[C:23]([O:27][CH3:28])[C:24]([O:25][CH3:26])=[C:19]([O:18][CH3:17])[CH:20]=1. The yield is 0.650. (4) The reactants are Cl[C:2]1[C:3]([CH3:9])=[N:4][CH:5]=[C:6]([CH3:8])[N:7]=1.[CH2:10]([N:17]1[CH2:22][CH2:21][NH:20][CH2:19][CH2:18]1)[C:11]1[CH:16]=[CH:15][CH:14]=[CH:13][CH:12]=1.C(=O)([O-])O.[Na+]. No catalyst specified. The product is [CH3:9][C:3]1[C:2]([N:20]2[CH2:21][CH2:22][N:17]([CH2:10][C:11]3[CH:12]=[CH:13][CH:14]=[CH:15][CH:16]=3)[CH2:18][CH2:19]2)=[N:7][C:6]([CH3:8])=[CH:5][N:4]=1. The yield is 0.580. (5) The reactants are [CH3:1][O:2][C:3]1[C:8]([CH:9]=O)=[CH:7][CH:6]=[CH:5][N:4]=1.C([O-])(=O)C.[NH4+].C([BH3-])#[N:17].[Na+]. No catalyst specified. The product is [NH2:17][CH2:9][C:8]1[C:3]([O:2][CH3:1])=[N:4][CH:5]=[CH:6][CH:7]=1. The yield is 0.690. (6) The reactants are N[C:2]([C:4]1[CH:9]=[CH:8][C:7](B(O)O)=[CH:6][C:5]=1Cl)=[O:3].I[C:15]1[C:23]2[C:18](=[N:19][CH:20]=[N:21][C:22]=2[NH2:24])[N:17]([CH:25]([CH3:27])[CH3:26])[N:16]=1.C([O-])([O-])=O.[Na+].[Na+]. The catalyst is CCO.COCCOC.C1C=CC([P]([Pd]([P](C2C=CC=CC=2)(C2C=CC=CC=2)C2C=CC=CC=2)([P](C2C=CC=CC=2)(C2C=CC=CC=2)C2C=CC=CC=2)[P](C2C=CC=CC=2)(C2C=CC=CC=2)C2C=CC=CC=2)(C2C=CC=CC=2)C2C=CC=CC=2)=CC=1. The product is [NH2:24][C:22]1[N:21]=[CH:20][N:19]=[C:18]2[N:17]([CH:25]([CH3:27])[CH3:26])[N:16]=[C:15]([C:6]3[CH:5]=[C:4]([CH2:2][OH:3])[CH:9]=[CH:8][CH:7]=3)[C:23]=12. The yield is 0.420. (7) The reactants are [F:1][C:2]([F:21])([F:20])[C@@H:3]1[CH2:7][N:6]([C:8]([O:10][C:11]([CH3:14])([CH3:13])[CH3:12])=[O:9])[CH2:5][C@H:4]1[C:15]([O:17]CC)=[O:16].[Li+].[OH-].O.C1COCC1. The catalyst is CO. The product is [C:11]([O:10][C:8]([N:6]1[CH2:7][C@@H:3]([C:2]([F:21])([F:1])[F:20])[C@H:4]([C:15]([OH:17])=[O:16])[CH2:5]1)=[O:9])([CH3:14])([CH3:12])[CH3:13]. The yield is 0.870. (8) The reactants are [CH3:1][N:2]([CH3:19])[C:3]([C@H:5]1[CH2:9][CH2:8][CH2:7][N:6]1[C:10]1[CH:15]=[CH:14][C:13]([N+:16]([O-])=O)=[CH:12][CH:11]=1)=[O:4].C([O-])=O.[NH4+]. The catalyst is CO.[Pd]. The product is [CH3:1][N:2]([CH3:19])[C:3]([C@@H:5]1[CH2:9][CH2:8][CH2:7][N:6]1[C:10]1[CH:11]=[CH:12][C:13]([NH2:16])=[CH:14][CH:15]=1)=[O:4]. The yield is 0.870. (9) The reactants are Br[C:2]1[CH:15]=[CH:14][C:5]2[C:6]3[S:7][CH:8]=[CH:9][C:10]=3[CH2:11][CH2:12][O:13][C:4]=2[CH:3]=1.[Cu](C#N)[C:17]#[N:18]. The catalyst is CN(C=O)C.CCOC(C)=O. The product is [S:7]1[C:6]2[C:5]3[CH:14]=[CH:15][C:2]([C:17]#[N:18])=[CH:3][C:4]=3[O:13][CH2:12][CH2:11][C:10]=2[CH:9]=[CH:8]1. The yield is 1.23. (10) The product is [CH2:19]([O:21][C:11](=[O:17])[CH2:12][CH2:13][CH2:8][CH2:7][C:6]1[NH:15][C:8]2[CH:13]=[CH:12][CH:11]=[CH:5][C:4]=2[N:3]=1)[CH3:20]. The catalyst is C(Cl)(Cl)Cl. The yield is 0.300. The reactants are C([N:3]([CH2:6][CH3:7])[CH2:4][CH3:5])C.[C:8]1([NH2:15])[CH:13]=[CH:12][CH:11]=CC=1N.Cl.[OH-:17].[Na+].[CH2:19]([OH:21])[CH3:20].